The task is: Predict the product of the given reaction.. This data is from Forward reaction prediction with 1.9M reactions from USPTO patents (1976-2016). Given the reactants C(OC([N:8]1[CH2:32][CH2:31][C:12]2=[N:13][C:14]3[CH:15]=[C:16]([C:22]#[C:23][C:24]4[CH:29]=[CH:28][CH:27]=[C:26]([F:30])[CH:25]=4)[CH:17]=[CH:18][C:19]=3[C:20](=[O:21])[N:11]2[CH2:10][CH2:9]1)=O)(C)(C)C.FC(F)(F)C(O)=O, predict the reaction product. The product is: [F:30][C:26]1[CH:25]=[C:24]([C:23]#[C:22][C:16]2[CH:17]=[CH:18][C:19]3[C:20](=[O:21])[N:11]4[CH2:10][CH2:9][NH:8][CH2:32][CH2:31][C:12]4=[N:13][C:14]=3[CH:15]=2)[CH:29]=[CH:28][CH:27]=1.